Dataset: Forward reaction prediction with 1.9M reactions from USPTO patents (1976-2016). Task: Predict the product of the given reaction. Given the reactants [Br:1][C:2]1[C:7]([CH3:8])=[CH:6][C:5]([CH2:9][CH2:10][CH2:11][OH:12])=[CH:4][C:3]=1[CH3:13].C(N(CC)CC)C.[CH3:21][S:22](Cl)(=[O:24])=[O:23], predict the reaction product. The product is: [CH3:21][S:22]([O:12][CH2:11][CH2:10][CH2:9][C:5]1[CH:6]=[C:7]([CH3:8])[C:2]([Br:1])=[C:3]([CH3:13])[CH:4]=1)(=[O:24])=[O:23].